The task is: Predict the reactants needed to synthesize the given product.. This data is from Full USPTO retrosynthesis dataset with 1.9M reactions from patents (1976-2016). Given the product [CH3:6][C:7]1[C:15]([N+:16]([O-:18])=[O:17])=[CH:14][C:10]([C:11]#[N:13])=[CH:9][C:8]=1[N+:19]([O-:21])=[O:20], predict the reactants needed to synthesize it. The reactants are: P(Cl)(Cl)(Cl)=O.[CH3:6][C:7]1[C:15]([N+:16]([O-:18])=[O:17])=[CH:14][C:10]([C:11]([NH2:13])=O)=[CH:9][C:8]=1[N+:19]([O-:21])=[O:20].O.